Dataset: Reaction yield outcomes from USPTO patents with 853,638 reactions. Task: Predict the reaction yield, written as a fraction of the theoretical maximum amount of product (1.0 means a 100% yield; for example, 0.34 means a 34% yield). The reactants are [B-](F)(F)(F)F.CN(C(ON1C(=O)CCC1=O)=[N+](C)C)C.[F:21][C:22]1[CH:23]=[C:24]([N:28]2[CH2:32][CH2:31][CH2:30][C@@H:29]2[C:33]2[CH:34]=[C:35]([C:50](O)=[O:51])[CH:36]=[C:37]3[C:42]=2[O:41][C:40]([N:43]2[CH2:48][CH2:47][O:46][CH2:45][CH2:44]2)=[CH:39][C:38]3=[O:49])[CH:25]=[CH:26][CH:27]=1.[NH:53]1[CH2:58][CH2:57][O:56][CH2:55][CH2:54]1.CCN(C(C)C)C(C)C. The catalyst is C(Cl)Cl. The product is [F:21][C:22]1[CH:23]=[C:24]([N:28]2[CH2:32][CH2:31][CH2:30][C@@H:29]2[C:33]2[CH:34]=[C:35]([C:50]([N:53]3[CH2:58][CH2:57][O:56][CH2:55][CH2:54]3)=[O:51])[CH:36]=[C:37]3[C:42]=2[O:41][C:40]([N:43]2[CH2:48][CH2:47][O:46][CH2:45][CH2:44]2)=[CH:39][C:38]3=[O:49])[CH:25]=[CH:26][CH:27]=1. The yield is 0.440.